This data is from Forward reaction prediction with 1.9M reactions from USPTO patents (1976-2016). The task is: Predict the product of the given reaction. The product is: [CH:13]1([O:12][C:6]2[N:5]=[C:4]3[C:9]([N:10]=[C:2]([O:28][CH3:26])[N:3]3[CH:17]3[CH2:22][CH2:21][CH2:20][CH2:19][O:18]3)=[C:8]([NH2:11])[N:7]=2)[CH2:16][CH2:15][CH2:14]1. Given the reactants Br[C:2]1[N:3]([CH:17]2[CH2:22][CH2:21][CH2:20][CH2:19][O:18]2)[C:4]2[C:9]([N:10]=1)=[C:8]([NH2:11])[N:7]=[C:6]([O:12][CH:13]1[CH2:16][CH2:15][CH2:14]1)[N:5]=2.C[O-].[Na+].[C:26](OCC)(=[O:28])C.O, predict the reaction product.